Dataset: Peptide-MHC class II binding affinity with 134,281 pairs from IEDB. Task: Regression. Given a peptide amino acid sequence and an MHC pseudo amino acid sequence, predict their binding affinity value. This is MHC class II binding data. The peptide sequence is GRHLIFCHSKRKCDELATKL. The MHC is DRB1_1201 with pseudo-sequence DRB1_1201. The binding affinity (normalized) is 0.